From a dataset of Reaction yield outcomes from USPTO patents with 853,638 reactions. Predict the reaction yield, written as a fraction of the theoretical maximum amount of product (1.0 means a 100% yield; for example, 0.34 means a 34% yield). (1) The reactants are [NH2:1][C:2]1[CH:10]=[CH:9][C:5]([C:6]([OH:8])=[O:7])=[C:4]([Cl:11])[CH:3]=1.C(N([CH2:17][CH3:18])CC)C. The catalyst is CN(C=O)C. The product is [Cl:11][C:4]1[CH:3]=[C:2]([NH:1][C:6]([CH2:5][C:4]2[CH:3]=[CH:2][CH:10]=[CH:9][C:17]=2[CH3:18])=[O:7])[CH:10]=[CH:9][C:5]=1[C:6]([OH:8])=[O:7]. The yield is 0.530. (2) The reactants are [CH3:1][C:2]([O:39]C(=O)C)([CH3:38])[C:3]([N:5]1[CH2:8][CH:7]([CH2:9][C:10]2[N:11]([CH3:37])[C:12]3[C:17]([N:18]=2)=[C:16]([N:19]2[CH2:24][CH2:23][O:22][CH2:21][CH2:20]2)[N:15]=[C:14]([N:25]2[C:29]4[CH:30]=[CH:31][CH:32]=[CH:33][C:28]=4[N:27]=[C:26]2[CH:34]([CH3:36])[CH3:35])[N:13]=3)[CH2:6]1)=[O:4].[Li+].[OH-]. The catalyst is C1COCC1.CO. The product is [OH:39][C:2]([CH3:38])([CH3:1])[C:3]([N:5]1[CH2:8][CH:7]([CH2:9][C:10]2[N:11]([CH3:37])[C:12]3[C:17]([N:18]=2)=[C:16]([N:19]2[CH2:24][CH2:23][O:22][CH2:21][CH2:20]2)[N:15]=[C:14]([N:25]2[C:29]4[CH:30]=[CH:31][CH:32]=[CH:33][C:28]=4[N:27]=[C:26]2[CH:34]([CH3:35])[CH3:36])[N:13]=3)[CH2:6]1)=[O:4]. The yield is 0.700. (3) The reactants are [NH2:1][C:2]1[C:7]([CH3:8])=[CH:6][CH:5]=[CH:4][N:3]=1.C(N(CC)CC)C.[C:16](Cl)(Cl)=[O:17].C1COCC1.Cl.[N:26]1([C:32]2[CH:37]=[CH:36][C:35]([NH:38][C:39]([C:41]3[N:42]=[C:43]([C:50]4[CH:55]=[CH:54][CH:53]=[CH:52][CH:51]=4)[O:44][C:45]=3[C:46]([F:49])([F:48])[F:47])=[O:40])=[CH:34][CH:33]=2)[CH2:31][CH2:30][NH:29][CH2:28][CH2:27]1. The catalyst is C(Cl)Cl.CN1CCCC1=O.C(OCC)(=O)C. The product is [CH3:8][C:7]1[C:2]([NH:1][C:16]([N:29]2[CH2:30][CH2:31][N:26]([C:32]3[CH:37]=[CH:36][C:35]([NH:38][C:39]([C:41]4[N:42]=[C:43]([C:50]5[CH:55]=[CH:54][CH:53]=[CH:52][CH:51]=5)[O:44][C:45]=4[C:46]([F:47])([F:49])[F:48])=[O:40])=[CH:34][CH:33]=3)[CH2:27][CH2:28]2)=[O:17])=[N:3][CH:4]=[CH:5][CH:6]=1. The yield is 0.160. (4) The reactants are [Li+].[Cl-].[CH:3](NC(C)C)([CH3:5])[CH3:4].[Li]CCCC.[Cl:15][CH2:16][CH2:17][CH2:18][CH2:19][C:20]([N:22]([C@@H:24]([CH3:33])[C@@H:25]([OH:32])[C:26]1[CH:31]=[CH:30][CH:29]=[CH:28][CH:27]=1)[CH3:23])=[O:21].C(Br)C=C.C([O-])(O)=O.[Na+]. The catalyst is C1COCC1.CCOC(C)=O.O. The product is [Cl:15][CH2:16][CH2:17][CH2:18][C@H:19]([CH2:5][CH:3]=[CH2:4])[C:20]([N:22]([C@@H:24]([CH3:33])[C@@H:25]([OH:32])[C:26]1[CH:31]=[CH:30][CH:29]=[CH:28][CH:27]=1)[CH3:23])=[O:21]. The yield is 0.950. (5) The reactants are [C:1]([NH:11][CH2:12][CH2:13][CH2:14][CH2:15][C:16]1[CH:21]=[CH:20][C:19]([OH:22])=[CH:18][CH:17]=1)([O:3][CH2:4][C:5]1[CH:10]=[CH:9][CH:8]=[CH:7][CH:6]=1)=[O:2].[H-].[Na+].[CH3:25][O:26][CH2:27][CH2:28]Br. The catalyst is C1COCC1.[I-].C([N+](CCCC)(CCCC)CCCC)CCC. The product is [C:1]([NH:11][CH2:12][CH2:13][CH2:14][CH2:15][C:16]1[CH:21]=[CH:20][C:19]([O:22][CH2:28][CH2:27][O:26][CH3:25])=[CH:18][CH:17]=1)([O:3][CH2:4][C:5]1[CH:6]=[CH:7][CH:8]=[CH:9][CH:10]=1)=[O:2]. The yield is 0.640. (6) The reactants are [C:1]12([NH2:12])[CH2:10][CH:5]3[CH2:6][CH:7]([CH2:9][C:3]([NH2:11])([CH2:4]3)[CH2:2]1)[CH2:8]2.CCN(C(C)C)C(C)C.[CH3:22][N:23]1[CH:27]=[CH:26][C:25]([C:28](Cl)=[O:29])=[N:24]1.[S:31]1[CH:35]=[CH:34][N:33]=[C:32]1[C:36](Cl)=[O:37]. The catalyst is C(Cl)Cl. The product is [CH3:22][N:23]1[CH:27]=[CH:26][C:25]([C:28]([NH:12][C:1]23[CH2:10][CH:5]4[CH2:6][CH:7]([CH2:9][C:3]([NH:11][C:36]([C:32]5[S:31][CH:35]=[CH:34][N:33]=5)=[O:37])([CH2:4]4)[CH2:2]2)[CH2:8]3)=[O:29])=[N:24]1. The yield is 0.380.